From a dataset of Forward reaction prediction with 1.9M reactions from USPTO patents (1976-2016). Predict the product of the given reaction. (1) Given the reactants CC(OI1(OC(C)=O)(OC(C)=O)OC(=O)C2C=CC=CC1=2)=O.[OH:23][CH:24]([C:28]1[C:41]2[C:32](=[C:33]3[CH2:44][CH2:43][CH2:42][N:35]4[CH2:36][CH2:37][CH2:38][C:39]([CH:40]=2)=[C:34]34)[O:31][C:30](=[O:45])[CH:29]=1)[CH:25]([CH3:27])[CH3:26], predict the reaction product. The product is: [C:24]([C:28]1[C:41]2[C:32](=[C:33]3[CH2:44][CH2:43][CH2:42][N:35]4[CH2:36][CH2:37][CH2:38][C:39]([CH:40]=2)=[C:34]34)[O:31][C:30](=[O:45])[CH:29]=1)(=[O:23])[CH:25]([CH3:27])[CH3:26]. (2) Given the reactants [Br:1][C:2]1[CH:7]=[CH:6][C:5]([NH:8][C:9]([CH:11]2[CH2:14][C:13](=[O:15])[CH2:12]2)=O)=[C:4]([NH:16][CH3:17])[CH:3]=1.CC(O)=O, predict the reaction product. The product is: [Br:1][C:2]1[CH:7]=[CH:6][C:5]2[N:8]=[C:9]([CH:11]3[CH2:14][C:13](=[O:15])[CH2:12]3)[N:16]([CH3:17])[C:4]=2[CH:3]=1. (3) Given the reactants Br[C:2]1[CH:27]=[CH:26][C:5]([O:6][CH:7]2[CH2:11][CH2:10][N:9]([CH:12]3[CH2:17][CH2:16][N:15]([C:18]([O:20][C:21]([CH3:24])([CH3:23])[CH3:22])=[O:19])[CH2:14][CH2:13]3)[C:8]2=[O:25])=[C:4]([F:28])[CH:3]=1.C(N(C(C)C)C(C)C)C.[CH2:38]([SH:40])[CH3:39], predict the reaction product. The product is: [CH2:38]([S:40][C:2]1[CH:27]=[CH:26][C:5]([O:6][CH:7]2[CH2:11][CH2:10][N:9]([CH:12]3[CH2:17][CH2:16][N:15]([C:18]([O:20][C:21]([CH3:24])([CH3:23])[CH3:22])=[O:19])[CH2:14][CH2:13]3)[C:8]2=[O:25])=[C:4]([F:28])[CH:3]=1)[CH3:39]. (4) Given the reactants N1C2C(=CC=C3C=2N=CC=C3)C=CC=1.[C:15]([C:17]1[CH:23]=[CH:22][C:20]([NH2:21])=[CH:19][CH:18]=1)#[N:16].CC(C)([O-])C.[Na+].CCCCCCCCCCCC.I[C:43]1[CH:44]=[C:45]([CH3:50])[CH:46]=[C:47]([CH3:49])[CH:48]=1, predict the reaction product. The product is: [CH3:50][C:45]1[CH:44]=[C:43]([NH:21][C:20]2[CH:22]=[CH:23][C:17]([C:15]#[N:16])=[CH:18][CH:19]=2)[CH:48]=[C:47]([CH3:49])[CH:46]=1. (5) Given the reactants [CH2:1]([O:3][C:4]([C@@H:6]1[C@@H:8]([C:9](=[O:24])[NH:10][C@@H:11]([CH2:18][C:19]2[N:20]=[CH:21][S:22][CH:23]=2)[C:12](=[O:17])[NH:13][CH2:14][C:15]#[CH:16])[O:7]1)=[O:5])[CH3:2].[N:25]([C:28]1[CH:34]=[CH:33][C:31]([NH2:32])=[CH:30][CH:29]=1)=[N+:26]=[N-:27].CCCC[Sn](OC(C)=O)(CCCC)CCCC, predict the reaction product. The product is: [CH2:1]([O:3][C:4]([C@@H:6]1[C@@H:8]([C:9](=[O:24])[NH:10][C@@H:11]([CH2:18][C:19]2[N:20]=[CH:21][S:22][CH:23]=2)[C:12]([NH:13][CH2:14][C:15]2[N:27]=[N:26][N:25]([C:28]3[CH:34]=[CH:33][C:31]([NH2:32])=[CH:30][CH:29]=3)[CH:16]=2)=[O:17])[O:7]1)=[O:5])[CH3:2]. (6) Given the reactants [F:1][C:2]1[CH:3]=[C:4]2[C:8](=[CH:9][CH:10]=1)[N:7]([Si:11]([CH:18]([CH3:20])[CH3:19])([CH:15]([CH3:17])[CH3:16])[CH:12]([CH3:14])[CH3:13])[CH:6]=[CH:5]2.CC1(C)CCCC(C)(C)N1.C[C:32]([O-:35])(C)C.[K+].[Li]CCCC.Cl.C1C[O:46]CC1, predict the reaction product. The product is: [F:1][C:2]1[CH:10]=[CH:9][C:8]2[N:7]([Si:11]([CH:15]([CH3:17])[CH3:16])([CH:18]([CH3:20])[CH3:19])[CH:12]([CH3:13])[CH3:14])[CH:6]=[CH:5][C:4]=2[C:3]=1[C:32]([OH:35])=[O:46]. (7) Given the reactants [O:1]1[CH2:5][CH2:4][O:3][CH:2]1[C:6]1[CH:11]=[C:10]([O:12][CH3:13])[N:9]=[CH:8][C:7]=1[O:14][CH2:15][C:16]1[C:17]([C:22]([NH:24][NH2:25])=O)=[N:18][CH:19]=[CH:20][CH:21]=1.[CH3:26][C:27](O)=O.[CH:30](OC)(OC)OC.[CH:37]([NH2:40])(C)C, predict the reaction product. The product is: [O:1]1[CH2:5][CH2:4][O:3][CH:2]1[C:6]1[C:7]([O:14][CH2:15][C:16]2[C:17]([C:22]3[N:24]([CH:27]([CH3:26])[CH3:30])[N:25]=[CH:37][N:40]=3)=[N:18][CH:19]=[CH:20][CH:21]=2)=[CH:8][N:9]=[C:10]([O:12][CH3:13])[CH:11]=1.